This data is from Reaction yield outcomes from USPTO patents with 853,638 reactions. The task is: Predict the reaction yield, written as a fraction of the theoretical maximum amount of product (1.0 means a 100% yield; for example, 0.34 means a 34% yield). The reactants are [CH3:1][C:2]1[CH:3]=[C:4]([C:8]2[S:12][C:11]([C:13]([O-:15])=O)=[N:10][CH:9]=2)[CH:5]=[CH:6][CH:7]=1.[Li+].C(Cl)(=O)C(Cl)=O.[CH3:23][O:24][C:25]1[CH:26]=[C:27]([CH:30]=[CH:31][CH:32]=1)[NH:28][CH3:29].C(N(CC)CC)C. The catalyst is C(Cl)Cl.CN(C=O)C. The product is [CH3:23][O:24][C:25]1[CH:26]=[C:27]([N:28]([CH3:29])[C:13]([C:11]2[S:12][C:8]([C:4]3[CH:5]=[CH:6][CH:7]=[C:2]([CH3:1])[CH:3]=3)=[CH:9][N:10]=2)=[O:15])[CH:30]=[CH:31][CH:32]=1. The yield is 0.770.